This data is from Forward reaction prediction with 1.9M reactions from USPTO patents (1976-2016). The task is: Predict the product of the given reaction. Given the reactants [NH2:1][CH2:2][CH2:3][CH2:4][CH2:5][N:6]1[C:18]2[C:17]3[CH:16]=[CH:15][CH:14]=[CH:13][C:12]=3[N:11]=[C:10]([NH2:19])[C:9]=2[N:8]=[CH:7]1.Cl.[C:21](Cl)(=[O:28])[C:22]1[CH:27]=[CH:26][N:25]=[CH:24][CH:23]=1, predict the reaction product. The product is: [NH2:19][C:10]1[C:9]2[N:8]=[CH:7][N:6]([CH2:5][CH2:4][CH2:3][CH2:2][NH:1][C:21](=[O:28])[C:22]3[CH:27]=[CH:26][N:25]=[CH:24][CH:23]=3)[C:18]=2[C:17]2[CH:16]=[CH:15][CH:14]=[CH:13][C:12]=2[N:11]=1.